From a dataset of Forward reaction prediction with 1.9M reactions from USPTO patents (1976-2016). Predict the product of the given reaction. (1) Given the reactants C(Cl)(=O)C(Cl)=O.[CH3:7][O:8][C:9]1[CH:10]=[C:11]([CH:15]=[CH:16][N:17]=1)[C:12]([OH:14])=O.CN(C)C=O.Cl.[CH3:24][NH:25][O:26][CH3:27].C(N(CC)CC)C, predict the reaction product. The product is: [CH3:27][O:26][N:25]([CH3:24])[C:12](=[O:14])[C:11]1[CH:15]=[CH:16][N:17]=[C:9]([O:8][CH3:7])[CH:10]=1. (2) Given the reactants [Cl:1][C:2]1[CH:6]=[CH:5][S:4][C:3]=1[C:7]([NH2:9])=[O:8].[F:10][C:11]([F:23])([F:22])[C:12]1[CH:21]=[CH:20][C:15]([C:16](=O)[CH2:17]Br)=[CH:14][CH:13]=1, predict the reaction product. The product is: [Cl:1][C:2]1[CH:6]=[CH:5][S:4][C:3]=1[C:7]1[O:8][CH:17]=[C:16]([C:15]2[CH:20]=[CH:21][C:12]([C:11]([F:10])([F:22])[F:23])=[CH:13][CH:14]=2)[N:9]=1. (3) Given the reactants C([O:3][C:4](=[O:29])[C:5]([O:8][C:9]1[CH:14]=[CH:13][C:12]([O:15]CC2C=CC=CC=2)=[CH:11][C:10]=1[C:23]1[CH:28]=[CH:27][CH:26]=[CH:25][CH:24]=1)([CH3:7])[CH3:6])C.[H][H], predict the reaction product. The product is: [OH:15][C:12]1[CH:13]=[CH:14][C:9]([O:8][C:5]([CH3:7])([CH3:6])[C:4]([OH:29])=[O:3])=[C:10]([C:23]2[CH:28]=[CH:27][CH:26]=[CH:25][CH:24]=2)[CH:11]=1. (4) Given the reactants C(N(CC)CC)C.[CH3:8][S:9](Cl)(=[O:11])=[O:10].[NH2:13][C:14]1[CH:19]=[CH:18][C:17]([NH:20][C:21]([N:23]2[CH2:28][CH2:27][N:26]([C:29]3[CH:34]=[CH:33][C:32]([NH:35][C:36]([NH:38][C:39]4[CH:44]=[C:43]([CH3:45])[CH:42]=[CH:41][C:40]=4[O:46][CH3:47])=[O:37])=[CH:31][CH:30]=3)[CH2:25][CH2:24]2)=[O:22])=[C:16]([Cl:48])[CH:15]=1, predict the reaction product. The product is: [Cl:48][C:16]1[CH:15]=[C:14]([NH:13][S:9]([CH3:8])(=[O:11])=[O:10])[CH:19]=[CH:18][C:17]=1[NH:20][C:21]([N:23]1[CH2:28][CH2:27][N:26]([C:29]2[CH:34]=[CH:33][C:32]([NH:35][C:36]([NH:38][C:39]3[CH:44]=[C:43]([CH3:45])[CH:42]=[CH:41][C:40]=3[O:46][CH3:47])=[O:37])=[CH:31][CH:30]=2)[CH2:25][CH2:24]1)=[O:22]. (5) The product is: [F:25][C:22]1[CH:21]=[CH:20][C:19]([CH2:18][CH2:17][S:16][CH:6]([CH2:7][C:8]2[CH:9]=[CH:10][C:11]([CH2:14][O:15][C:41](=[O:42])[CH2:40][C:37]3[CH:36]=[CH:35][C:34]([O:33][S:30]([CH3:29])(=[O:31])=[O:32])=[CH:39][CH:38]=3)=[CH:12][CH:13]=2)[C:5]([OH:4])=[O:26])=[CH:24][CH:23]=1. Given the reactants ClC(Cl)(Cl)C[O:4][C:5](=[O:26])[CH:6]([S:16][CH2:17][CH2:18][C:19]1[CH:24]=[CH:23][C:22]([F:25])=[CH:21][CH:20]=1)[CH2:7][C:8]1[CH:13]=[CH:12][C:11]([CH2:14][OH:15])=[CH:10][CH:9]=1.[CH3:29][S:30]([O:33][C:34]1[CH:39]=[CH:38][C:37]([CH2:40][C:41](O)=[O:42])=[CH:36][CH:35]=1)(=[O:32])=[O:31], predict the reaction product.